Dataset: Forward reaction prediction with 1.9M reactions from USPTO patents (1976-2016). Task: Predict the product of the given reaction. (1) Given the reactants [CH2:1]([O:3][C:4](=[O:12])[CH2:5][N:6]1[CH:10]=[N:9][C:8]([NH2:11])=[N:7]1)[CH3:2].[Cl:13][C:14]1[S:18][C:17]([C:19](O)=[O:20])=[CH:16][CH:15]=1, predict the reaction product. The product is: [CH2:1]([O:3][C:4](=[O:12])[CH2:5][N:6]1[CH:10]=[N:9][C:8]([NH:11][C:19]([C:17]2[S:18][C:14]([Cl:13])=[CH:15][CH:16]=2)=[O:20])=[N:7]1)[CH3:2]. (2) Given the reactants [CH3:1][O:2][C:3](=[O:42])[C@@H:4]([NH:34][C:35]([O:37][C:38]([CH3:41])([CH3:40])[CH3:39])=[O:36])[CH2:5][C:6]1[CH:11]=[CH:10][C:9]([NH:12][C:13](=[O:33])[C:14]2[C:19]([Cl:20])=[CH:18][C:17]([O:21][Si](C(C)C)(C(C)C)C(C)C)=[CH:16][C:15]=2[Cl:32])=[CH:8][CH:7]=1.CCCC[N+](CCCC)(CCCC)CCCC.[F-], predict the reaction product. The product is: [CH3:1][O:2][C:3](=[O:42])[C@@H:4]([NH:34][C:35]([O:37][C:38]([CH3:40])([CH3:39])[CH3:41])=[O:36])[CH2:5][C:6]1[CH:11]=[CH:10][C:9]([NH:12][C:13](=[O:33])[C:14]2[C:15]([Cl:32])=[CH:16][C:17]([OH:21])=[CH:18][C:19]=2[Cl:20])=[CH:8][CH:7]=1. (3) Given the reactants [NH2:1][CH:2]([C:11]1[C:16]([O:17][CH3:18])=[CH:15][CH:14]=[CH:13][C:12]=1[O:19][CH3:20])[CH2:3][CH2:4][CH2:5][CH2:6][C:7]([O:9]C)=O.[CH3:21][N:22]1[C:34]2[CH:33]=[CH:32][C:31]([CH:35]=O)=[CH:30][C:29]=2[C:28]2[C:23]1=[CH:24][CH:25]=[CH:26][CH:27]=2, predict the reaction product. The product is: [CH3:20][O:19][C:12]1[CH:13]=[CH:14][CH:15]=[C:16]([O:17][CH3:18])[C:11]=1[CH:2]1[N:1]([CH2:35][C:31]2[CH:32]=[CH:33][C:34]3[N:22]([CH3:21])[C:23]4[C:28]([C:29]=3[CH:30]=2)=[CH:27][CH:26]=[CH:25][CH:24]=4)[C:7](=[O:9])[CH2:6][CH2:5][CH2:4][CH2:3]1. (4) Given the reactants CO.[CH3:3][C:4]1[NH:8][CH:7]=[N:6][C:5]=1[CH2:9][N:10]1[C:23](=[O:24])[C:14]2[C:15]3[CH:16]=[CH:17][CH:18]=[CH:19][C:20]=3[N:21]([CH3:22])[C:13]=2[CH2:12][CH2:11]1.[ClH:25], predict the reaction product. The product is: [CH3:3][C:4]1[NH:8][CH:7]=[N:6][C:5]=1[CH2:9][N:10]1[C:23](=[O:24])[C:14]2[C:15]3[CH:16]=[CH:17][CH:18]=[CH:19][C:20]=3[N:21]([CH3:22])[C:13]=2[CH2:12][CH2:11]1.[ClH:25].